From a dataset of Forward reaction prediction with 1.9M reactions from USPTO patents (1976-2016). Predict the product of the given reaction. (1) Given the reactants [OH:1][C:2]1[C:7]2[CH2:8][O:9][C@:10]3([CH3:22])[C@H:14]([C:6]=2[CH:5]=[CH:4][CH:3]=1)[CH2:13][N:12]([C:15]([O:17][C:18]([CH3:21])([CH3:20])[CH3:19])=[O:16])[CH2:11]3.[H-].[Na+].I[CH2:26][CH:27]1[CH2:29][CH2:28]1, predict the reaction product. The product is: [CH:27]1([CH2:26][O:1][C:2]2[C:7]3[CH2:8][O:9][C@:10]4([CH3:22])[C@H:14]([C:6]=3[CH:5]=[CH:4][CH:3]=2)[CH2:13][N:12]([C:15]([O:17][C:18]([CH3:21])([CH3:20])[CH3:19])=[O:16])[CH2:11]4)[CH2:29][CH2:28]1. (2) Given the reactants [NH2:1][C:2]1[C:3]([Cl:21])=[C:4]([C:9]2[C:10](=[O:20])[N:11]([CH3:19])[C:12]3[C:17]([CH:18]=2)=[CH:16][N:15]=[CH:14][CH:13]=3)[C:5]([Cl:8])=[CH:6][CH:7]=1.[Cl:22][CH2:23][C:24]1[CH:32]=[CH:31][C:27]([C:28](Cl)=[O:29])=[CH:26][CH:25]=1, predict the reaction product. The product is: [Cl:22][CH2:23][C:24]1[CH:32]=[CH:31][C:27]([C:28]([NH:1][C:2]2[CH:7]=[CH:6][C:5]([Cl:8])=[C:4]([C:9]3[C:10](=[O:20])[N:11]([CH3:19])[C:12]4[C:17]([CH:18]=3)=[CH:16][N:15]=[CH:14][CH:13]=4)[C:3]=2[Cl:21])=[O:29])=[CH:26][CH:25]=1. (3) The product is: [C:39]([NH:43][CH2:26][CH:25]([OH:27])[CH2:24][O:23][C:17]1[CH:18]=[C:19]2[C:14](=[CH:15][CH:16]=1)[O:13][C:12]([C:11]1[CH:28]=[CH:29][C:30]([O:31][CH2:32][C:33]3[CH:38]=[CH:37][CH:36]=[CH:35][CH:34]=3)=[C:9]([O:8][CH2:1][C:2]3[CH:7]=[CH:6][CH:5]=[CH:4][CH:3]=3)[CH:10]=1)=[CH:21][C:20]2=[O:22])([CH3:42])([CH3:41])[CH3:40]. Given the reactants [CH2:1]([O:8][C:9]1[CH:10]=[C:11]([CH:28]=[CH:29][C:30]=1[O:31][CH2:32][C:33]1[CH:38]=[CH:37][CH:36]=[CH:35][CH:34]=1)[C:12]1[O:13][C:14]2[C:19]([C:20](=[O:22])[CH:21]=1)=[CH:18][C:17]([O:23][CH2:24][CH:25]1[O:27][CH2:26]1)=[CH:16][CH:15]=2)[C:2]1[CH:7]=[CH:6][CH:5]=[CH:4][CH:3]=1.[C:39]([NH2:43])([CH3:42])([CH3:41])[CH3:40], predict the reaction product. (4) Given the reactants ClC1N2C(=O)NN=C2C(C2C=CC(Cl)=CC=2)=C(C2C=CC(Cl)=CC=2)N=1.[Cl-].[Cl-].[CH3:28][O:29][C:30]1[CH:37]=[CH:36][C:33]([CH2:34][Zn+])=[CH:32][CH:31]=1.ICC.[Cl:41][C:42]1[CH:47]=[CH:46][C:45]([C:48]2[N:53]=[C:52](C)[N:51]3[C:55](=[O:69])[N:56]([CH2:58][C:59]4C=CC(C(F)(F)F)=CC=4)[N:57]=[C:50]3[C:49]=2[C:70]2[CH:75]=[CH:74][C:73]([Cl:76])=[CH:72][CH:71]=2)=[CH:44][CH:43]=1, predict the reaction product. The product is: [Cl:41][C:42]1[CH:47]=[CH:46][C:45]([C:48]2[N:53]=[C:52]([CH2:34][C:33]3[CH:36]=[CH:37][C:30]([O:29][CH3:28])=[CH:31][CH:32]=3)[N:51]3[C:55](=[O:69])[N:56]([CH2:58][CH3:59])[N:57]=[C:50]3[C:49]=2[C:70]2[CH:71]=[CH:72][C:73]([Cl:76])=[CH:74][CH:75]=2)=[CH:44][CH:43]=1. (5) Given the reactants Cl[C:2]1[N:7]=[C:6]([Cl:8])[N:5]=[CH:4][N:3]=1.C([O-])([O-])=O.[K+].[K+].[O:15]=[C:16]1[N:20]([C:21]([O:23][C:24]([CH3:27])([CH3:26])[CH3:25])=[O:22])[C:19]2[CH:28]=[CH:29][CH:30]=[CH:31][C:18]=2[NH:17]1, predict the reaction product. The product is: [C:24]([O:23][C:21]([N:20]1[C:19]2[CH:28]=[CH:29][CH:30]=[CH:31][C:18]=2[N:17]([C:2]2[N:7]=[C:6]([Cl:8])[N:5]=[CH:4][N:3]=2)[C:16]1=[O:15])=[O:22])([CH3:27])([CH3:25])[CH3:26].